Predict which catalyst facilitates the given reaction. From a dataset of Catalyst prediction with 721,799 reactions and 888 catalyst types from USPTO. (1) Reactant: C[O:2][C:3](=[O:23])[C:4]1[CH:9]=[CH:8][C:7]([CH:10]([S:15][C:16]2[CH:21]=[CH:20][C:19]([Br:22])=[CH:18][CH:17]=2)[CH2:11][CH:12]([CH3:14])[CH3:13])=[CH:6][CH:5]=1.[OH-].[Na+]. Product: [Br:22][C:19]1[CH:18]=[CH:17][C:16]([S:15][CH:10]([C:7]2[CH:6]=[CH:5][C:4]([C:3]([OH:23])=[O:2])=[CH:9][CH:8]=2)[CH2:11][CH:12]([CH3:14])[CH3:13])=[CH:21][CH:20]=1. The catalyst class is: 8. (2) Reactant: C(OCCCC)CCC.[Al].[Cl-].C([Al+]CC(C)C)C(C)C.[CH2:21]=[CH:22][CH2:23][CH2:24][CH2:25][CH2:26][CH2:27][CH3:28].[CH2:29]=[CH:30][CH2:31][CH2:32][CH2:33][CH2:34][CH2:35][CH2:36][CH2:37][CH3:38]. Product: [CH2:21]=[CH:22][CH2:23][CH2:24][CH2:25][CH2:26][CH2:27][CH3:28].[CH2:29]=[CH:30][CH2:31][CH2:32][CH2:33][CH2:34][CH2:35][CH2:36][CH2:37][CH3:38]. The catalyst class is: 194. (3) Reactant: [Br:1][C:2]1[CH:14]=[CH:13][C:12]2[C:11]3[C:6](=[CH:7][C:8](Br)=[CH:9][CH:10]=3)[C:5]([CH3:17])([CH3:16])[C:4]=2[CH:3]=1.[CH3:18][O:19][C:20]1[CH:21]=[CH:22][C:23](B(O)O)=[C:24]([C:26]2[CH:31]=[CH:30][CH:29]=[CH:28][CH:27]=2)[CH:25]=1.C([O-])([O-])=O.[Na+].[Na+].CCO. Product: [Br:1][C:2]1[CH:14]=[CH:13][C:12]2[C:7]3[C:6](=[CH:11][C:10]([C:23]4[CH:22]=[CH:21][C:20]([O:19][CH3:18])=[CH:25][C:24]=4[C:26]4[CH:27]=[CH:28][CH:29]=[CH:30][CH:31]=4)=[CH:9][CH:8]=3)[C:5]([CH3:16])([CH3:17])[C:4]=2[CH:3]=1. The catalyst class is: 206. (4) Reactant: CO.[Na].[C:4]([O:12]C)(=O)[C:5]1[CH:10]=[CH:9][CH:8]=[CH:7][CH:6]=1.[C:14]([C:17]1[CH:22]=[CH:21][CH:20]=[CH:19][CH:18]=1)(=[O:16])[CH3:15].Cl. The catalyst class is: 113. Product: [C:17]1([C:14](=[O:16])[CH2:15][C:4]([C:5]2[CH:6]=[CH:7][CH:8]=[CH:9][CH:10]=2)=[O:12])[CH:22]=[CH:21][CH:20]=[CH:19][CH:18]=1. (5) Reactant: [C:1]([C:4]1[C:9]([NH:10][C:11]([C:13]2[N:14]=[C:15]([NH:18][CH:19]([CH3:21])[CH3:20])[S:16][CH:17]=2)=O)=[C:8]([Cl:22])[C:7]([O:23][CH2:24][CH:25]([O:28][CH3:29])[O:26][CH3:27])=[CH:6][CH:5]=1)(=[O:3])[CH3:2].[H-].[Na+].CC(O)=O. Product: [Cl:22][C:8]1[C:7]([O:23][CH2:24][CH:25]([O:28][CH3:29])[O:26][CH3:27])=[CH:6][CH:5]=[C:4]2[C:9]=1[N:10]=[C:11]([C:13]1[N:14]=[C:15]([NH:18][CH:19]([CH3:21])[CH3:20])[S:16][CH:17]=1)[CH:2]=[C:1]2[OH:3]. The catalyst class is: 93. (6) Reactant: [CH3:1][N:2]1[CH2:6][CH2:5][CH2:4][C@H:3]1[C:7]1[N:11]2[CH:12]=[C:13]([O:16][C@H:17]3[C:26]4[C:21](=[CH:22][CH:23]=[CH:24][CH:25]=4)[C@@H:20]([NH2:27])[CH2:19][CH2:18]3)[CH:14]=[CH:15][C:10]2=[N:9][N:8]=1.ClC(Cl)(Cl)C[O:31][C:32](=O)[NH:33][C:34]1[N:35]([C:43]2[CH:48]=[CH:47][CH:46]=[C:45]([S:49][CH2:50][CH2:51][OH:52])[CH:44]=2)[N:36]=[C:37]([C:39]([CH3:42])([CH3:41])[CH3:40])[CH:38]=1.CCN(C(C)C)C(C)C. Product: [C:39]([C:37]1[CH:38]=[C:34]([NH:33][C:32]([NH:27][C@@H:20]2[C:21]3[C:26](=[CH:25][CH:24]=[CH:23][CH:22]=3)[C@H:17]([O:16][C:13]3[CH:14]=[CH:15][C:10]4[N:11]([C:7]([C@@H:3]5[CH2:4][CH2:5][CH2:6][N:2]5[CH3:1])=[N:8][N:9]=4)[CH:12]=3)[CH2:18][CH2:19]2)=[O:31])[N:35]([C:43]2[CH:48]=[CH:47][CH:46]=[C:45]([S:49][CH2:50][CH2:51][OH:52])[CH:44]=2)[N:36]=1)([CH3:42])([CH3:40])[CH3:41]. The catalyst class is: 12. (7) Reactant: [F:1][C:2]1[C:12]([C:13]#[N:14])=[C:6]2[CH2:7][CH:8]([O:10][CH3:11])[O:9][C:5]2=[CH:4][CH:3]=1. Product: [NH3:14].[F:1][C:2]1[CH:3]=[CH:4][C:5]2[O:9][CH:8]([O:10][CH3:11])[CH2:7][C:6]=2[C:12]=1[CH2:13][NH2:14]. The catalyst class is: 181. (8) Reactant: [O:1]=[C:2]1[C:10]2[C:5](=[CH:6][CH:7]=[CH:8][CH:9]=2)[C:4](=[O:11])[N:3]1[CH2:12][C:13]1[CH:20]=[CH:19][C:16]([CH:17]=O)=[CH:15][CH:14]=1.[CH2:21]([N:24]([CH2:28][C:29]1[CH:34]=[CH:33][C:32]([NH2:35])=[CH:31][CH:30]=1)[CH2:25][CH2:26][CH3:27])[CH2:22][CH3:23].C([BH3-])#N.[Na+].C(O)(=O)C. Product: [CH2:21]([N:24]([CH2:28][C:29]1[CH:34]=[CH:33][C:32]([NH:35][CH2:17][C:16]2[CH:15]=[CH:14][C:13]([CH2:12][N:3]3[C:4](=[O:11])[C:5]4[C:10](=[CH:9][CH:8]=[CH:7][CH:6]=4)[C:2]3=[O:1])=[CH:20][CH:19]=2)=[CH:31][CH:30]=1)[CH2:25][CH2:26][CH3:27])[CH2:22][CH3:23]. The catalyst class is: 24. (9) Reactant: [Li]CCCC.C(#N)C.[Li].C(#N)C.[CH3:13][C:14]1([S:17][CH2:16]1)[CH3:15].[OH-:18].[Na+].[O:20]1[CH2:24][CH2:23]CC1. Product: [SH:17][C:14]([CH3:13])([CH3:15])[CH2:16][CH2:23][C:24]([OH:20])=[O:18]. The catalyst class is: 97. (10) Product: [F:31][C:32]1([F:44])[CH2:33][CH:23]1[C:24]1[CH:29]=[CH:28][C:27]([CH:4]([C@@H:3]([CH3:18])[C:2]([F:1])([F:19])[F:20])[C:5]([O:7][CH2:8][CH3:9])=[O:6])=[CH:26][CH:25]=1. Reactant: [F:1][C:2]([F:20])([F:19])[C@H:3]([CH3:18])[CH:4](C1C=CC(C=C)=CC=1)[C:5]([O:7][CH2:8][CH3:9])=[O:6].[F-].[Na+].[CH3:23][C:24]1[CH:29]=[CH:28][C:27](O)=[CH:26][CH:25]=1.[F:31][C:32]([F:44])(S(F)(=O)=O)[C:33](O[Si](C)(C)C)=O.C(=O)(O)[O-].[Na+]. The catalyst class is: 13.